From a dataset of Experimentally validated miRNA-target interactions with 360,000+ pairs, plus equal number of negative samples. Binary Classification. Given a miRNA mature sequence and a target amino acid sequence, predict their likelihood of interaction. (1) The protein sequence of the target gene is MNPSSVPHPLPPPGQQVIHVTQDLDTDLEALFNSVMNPKPSSWRKKILPESFFKEPDSGSHSRQSSTDSSGGHPGPRLAGGAQHVRSHSSPASLQLGTGAGAAGGPAQQHAHLRQQSYDVTDELPLPPGWEMTFTATGQRYFLNHIEKITTWQDPRKVMNQPLNHVNLHPSITSTSVPQRSMAVSQPNLAMNHQHQQVVATSLSPQNHPTQNQPTGLMSVPNALTTQQQQQQKLRLQRIQMERERIRMRQEELMRQEAALCRQLPMETETMAPVNTPAMSTDMRSVTNSSSDPFLNGGPY.... Result: 0 (no interaction). The miRNA is mmu-miR-1961 with sequence UGAGGUAGUAGUUAGAA. (2) The miRNA is mmu-miR-344h-3p with sequence GGUAUAACCAAAGCCCGACUGU. The protein sequence of the target gene is MNHSPLKTALAYECFQDQDNSTLALPSDQKMKTGTSGRQRVQEQVMMTVKRQKSKSSQSSTLSHSNRGSMYDGLADNYNNYGTTSRSSYFSKFQAGNGSWGYPIYNGTLKREPDNRRFSSYSQMENWSRHYPRGSCATPGAGSDICFMQKIKASRSEPDLYCDPRGTLRKGTLGSKGHKTTQNRCSFYSTCSGQKAVKKCPVRPPSCTSKQDPVYVPPISCNKDLSFGHSRASSKICSEDIECSGLTIPKAVQYLCSQDEKYQAIGAYYIQHTCFQDESAKQQVYQLGGICKLVDLLRSP.... Result: 0 (no interaction). (3) The miRNA is hsa-miR-6736-5p with sequence CUGGGUGAGGGCAUCUGUGGU. The protein sequence of the target gene is MEDAGAAGPGPEPEPEPEPEPEPAPEPEPEPKPGAGTSEAFSRLWTDVMGILDGSLGNIDDLAQQYADYYNTCFSDVCERMEELRKRRVSQDLEVEKPDASPTSLQLRSQIEESLGFCSAVSTPEVERKNPLHKSNSEDSSVGKGDWKKKNKYFWQNFRKNQKGIMRQTSKGEDVGYVASEITMSDEERIQLMMMVKEKMITIEEALARLKEYEAQHRQSAALDPADWPDGSYPTFDGSSNCNSREQSDDETEESVKFKRLHKLVNSTRRVRKKLIRVEEMKKPSTEGGEEHVFENSPVL.... Result: 1 (interaction). (4) The miRNA is hsa-miR-4422 with sequence AAAAGCAUCAGGAAGUACCCA. The protein sequence of the target gene is MNTVLSRANSLFAFSLSVMAALTFGCFITTAFKDRSVPVRLHVSRIMLKNVEDFTGPRERSDLGFITFDITADLENIFDWNVKQLFLYLSAEYSTKNNALNQVVLWDKIVLRGDNPKLLLKDMKTKYFFFDDGNGLKGNRNVTLTLSWNVVPNAGILPLVTGSGHVSVPFPDTYEITKSY. Result: 1 (interaction).